This data is from NCI-60 drug combinations with 297,098 pairs across 59 cell lines. The task is: Regression. Given two drug SMILES strings and cell line genomic features, predict the synergy score measuring deviation from expected non-interaction effect. (1) Drug 1: CC1=C2C(C(=O)C3(C(CC4C(C3C(C(C2(C)C)(CC1OC(=O)C(C(C5=CC=CC=C5)NC(=O)OC(C)(C)C)O)O)OC(=O)C6=CC=CC=C6)(CO4)OC(=O)C)O)C)O. Drug 2: CC1=C(C(=CC=C1)Cl)NC(=O)C2=CN=C(S2)NC3=CC(=NC(=N3)C)N4CCN(CC4)CCO. Cell line: SNB-75. Synergy scores: CSS=7.78, Synergy_ZIP=-2.37, Synergy_Bliss=3.10, Synergy_Loewe=1.93, Synergy_HSA=3.01. (2) Drug 1: CNC(=O)C1=CC=CC=C1SC2=CC3=C(C=C2)C(=NN3)C=CC4=CC=CC=N4. Drug 2: CC1=C(C=C(C=C1)NC(=O)C2=CC=C(C=C2)CN3CCN(CC3)C)NC4=NC=CC(=N4)C5=CN=CC=C5. Cell line: HOP-92. Synergy scores: CSS=0.213, Synergy_ZIP=0.231, Synergy_Bliss=-5.41, Synergy_Loewe=-5.90, Synergy_HSA=-6.55. (3) Drug 1: C1CCN(CC1)CCOC2=CC=C(C=C2)C(=O)C3=C(SC4=C3C=CC(=C4)O)C5=CC=C(C=C5)O. Drug 2: COC1=C(C=C2C(=C1)N=CN=C2NC3=CC(=C(C=C3)F)Cl)OCCCN4CCOCC4. Cell line: A498. Synergy scores: CSS=33.3, Synergy_ZIP=-4.58, Synergy_Bliss=-2.41, Synergy_Loewe=-2.96, Synergy_HSA=-0.935. (4) Synergy scores: CSS=2.97, Synergy_ZIP=-0.234, Synergy_Bliss=1.00, Synergy_Loewe=-3.52, Synergy_HSA=-3.21. Drug 1: C1CCN(CC1)CCOC2=CC=C(C=C2)C(=O)C3=C(SC4=C3C=CC(=C4)O)C5=CC=C(C=C5)O. Cell line: NCI-H522. Drug 2: C1=NC2=C(N=C(N=C2N1C3C(C(C(O3)CO)O)O)F)N.